This data is from Full USPTO retrosynthesis dataset with 1.9M reactions from patents (1976-2016). The task is: Predict the reactants needed to synthesize the given product. Given the product [F:33][CH:31]([F:32])[C:27]1[CH:26]=[C:25]([N:3]2[C:4]3[CH2:5][CH2:6][CH2:7][C:8](=[O:24])[C:9]=3[CH:10]([C:12]3[CH:19]=[CH:18][C:15]([C:16]#[N:17])=[CH:14][C:13]=3[S:20]([CH3:23])(=[O:22])=[O:21])[NH:11][C:2]2=[O:1])[CH:30]=[CH:29][CH:28]=1, predict the reactants needed to synthesize it. The reactants are: [O:1]=[C:2]1[NH:11][CH:10]([C:12]2[CH:19]=[CH:18][C:15]([C:16]#[N:17])=[CH:14][C:13]=2[S:20]([CH3:23])(=[O:22])=[O:21])[C:9]2[C:8](=[O:24])[CH2:7][CH2:6][CH2:5][C:4]=2[N:3]1[C:25]1[CH:30]=[CH:29][CH:28]=[C:27]([C:31](F)([F:33])[F:32])[CH:26]=1.BrC1C=CC(C2C3C(=O)CCCC=3N(C3C=CC=C(C(F)F)C=3)C(=O)N2)=C(S(C)(=O)=O)C=1.